Dataset: Acute oral toxicity (LD50) regression data from Zhu et al.. Task: Regression/Classification. Given a drug SMILES string, predict its toxicity properties. Task type varies by dataset: regression for continuous values (e.g., LD50, hERG inhibition percentage) or binary classification for toxic/non-toxic outcomes (e.g., AMES mutagenicity, cardiotoxicity, hepatotoxicity). Dataset: ld50_zhu. (1) The molecule is CCCCCCC=CC=O. The rat oral LD50 is 1.45, given as -log10 of the dose in mol/kg body weight (higher means more acutely toxic). (2) The molecule is CNC(C)C(O)c1ccccc1. The rat oral LD50 is 2.40, given as -log10 of the dose in mol/kg body weight (higher means more acutely toxic). (3) The compound is Cc1cc(C)n(CCO)c(=O)n1. The rat oral LD50 is 1.65, given as -log10 of the dose in mol/kg body weight (higher means more acutely toxic). (4) The molecule is CCc1ccc2c(c1)C(=O)c1ccccc1C2=O. The rat oral LD50 is 1.93, given as -log10 of the dose in mol/kg body weight (higher means more acutely toxic). (5) The compound is CCCC(=O)OCCc1ccccc1. The rat oral LD50 is 1.62, given as -log10 of the dose in mol/kg body weight (higher means more acutely toxic).